This data is from Forward reaction prediction with 1.9M reactions from USPTO patents (1976-2016). The task is: Predict the product of the given reaction. (1) The product is: [F:34][C:35]1[CH:40]=[CH:39][C:38]([F:41])=[CH:37][C:36]=1[NH:42][C:43]([N:8]1[CH2:26][CH2:25][C:11]2([O:15][C:14](=[O:16])[N:13]([CH2:17][C:18]3[CH:23]=[CH:22][CH:21]=[C:20]([Br:24])[CH:19]=3)[CH2:12]2)[CH2:10][CH2:9]1)=[O:44]. Given the reactants C(OC([N:8]1[CH2:26][CH2:25][C:11]2([O:15][C:14](=[O:16])[N:13]([CH2:17][C:18]3[CH:23]=[CH:22][CH:21]=[C:20]([Br:24])[CH:19]=3)[CH2:12]2)[CH2:10][CH2:9]1)=O)(C)(C)C.FC(F)(F)C(O)=O.[F:34][C:35]1[CH:40]=[CH:39][C:38]([F:41])=[CH:37][C:36]=1[N:42]=[C:43]=[O:44].O, predict the reaction product. (2) Given the reactants [C:1]([C:5]1[CH:6]=[C:7]2[C:11](=[C:12]([C:16]3[CH:21]=[C:20]([C:22]([CH3:25])([CH3:24])[CH3:23])[CH:19]=[C:18]([C:26]([CH3:29])([CH3:28])[CH3:27])[CH:17]=3)[C:13]=1[O:14][CH3:15])[CH2:10][C:9]([CH3:30])=[CH:8]2)([CH3:4])([CH3:3])[CH3:2].C1(C)C=CC=CC=1.[Li]CCCC.[Cl:43][Si:44](Cl)([CH3:46])[CH3:45], predict the reaction product. The product is: [C:1]([C:5]1[CH:6]=[C:7]2[C:11]([CH:10]=[C:9]([CH3:30])[CH:8]2[Si:44]([Cl:43])([CH3:46])[CH3:45])=[C:12]([C:16]2[CH:21]=[C:20]([C:22]([CH3:25])([CH3:24])[CH3:23])[CH:19]=[C:18]([C:26]([CH3:29])([CH3:28])[CH3:27])[CH:17]=2)[C:13]=1[O:14][CH3:15])([CH3:4])([CH3:3])[CH3:2].